Dataset: Full USPTO retrosynthesis dataset with 1.9M reactions from patents (1976-2016). Task: Predict the reactants needed to synthesize the given product. (1) Given the product [NH2:4][C@:5]1([C:22]([OH:23])=[O:38])[C@@H:9]([CH2:10][CH2:11][CH2:12][B:13]([OH:14])[OH:17])[CH2:8][N:7]([CH2:35][C:30]2[CH:31]=[CH:32][CH:33]=[CH:34][N:29]=2)[CH2:6]1, predict the reactants needed to synthesize it. The reactants are: C([NH:4][C@:5]1([C:22](NC(C)(C)C)=[O:23])[C@@H:9]([CH2:10][CH2:11][CH2:12][B:13]2[O:17]C(C)(C)C(C)(C)[O:14]2)[CH2:8][NH:7][CH2:6]1)(=O)C.[N:29]1[CH:34]=[CH:33][CH:32]=[CH:31][C:30]=1[CH:35]=O.S([O-])([O-])(=O)=[O:38].[Na+].[Na+].C(O)(=O)C.C(O[BH-](OC(=O)C)OC(=O)C)(=O)C.[Na+].C(=O)([O-])[O-].[Na+].[Na+]. (2) Given the product [CH3:7][S:8]([NH:15][C:16]1[CH:17]=[C:18]([C:33]([O:35][CH3:36])=[O:34])[C:19]2[CH2:20][N:21]([CH:26]([CH2:30][CH2:31][CH3:32])[CH2:27][CH2:28][CH3:29])[C:22](=[O:25])[C:23]=2[CH:24]=1)(=[O:10])=[O:9], predict the reactants needed to synthesize it. The reactants are: N1C=CC=CC=1.[CH3:7][S:8](Cl)(=[O:10])=[O:9].O.[Cl-].[Na+].[NH2:15][C:16]1[CH:17]=[C:18]([C:33]([O:35][CH3:36])=[O:34])[C:19]2[CH2:20][N:21]([CH:26]([CH2:30][CH2:31][CH3:32])[CH2:27][CH2:28][CH3:29])[C:22](=[O:25])[C:23]=2[CH:24]=1. (3) The reactants are: [CH:1]1([CH2:7][CH2:8][N:9]2[C:19]3[C:14](=[CH:15][CH:16]=[C:17]([O:20][CH3:21])[CH:18]=3)[C:12](=O)[C:10]2=[O:11])[CH2:6][CH2:5][CH2:4][CH2:3][CH2:2]1.[C:22]([NH:30][NH2:31])(=[O:29])[C:23]1[CH:28]=[CH:27][CH:26]=[CH:25][CH:24]=1. Given the product [CH:1]1([CH2:7][CH2:8][N:9]2[C:19]3[C:14](=[CH:15][CH:16]=[C:17]([O:20][CH3:21])[CH:18]=3)/[C:12](=[N:31]/[NH:30][C:22](=[O:29])[C:23]3[CH:28]=[CH:27][CH:26]=[CH:25][CH:24]=3)/[C:10]2=[O:11])[CH2:6][CH2:5][CH2:4][CH2:3][CH2:2]1, predict the reactants needed to synthesize it. (4) Given the product [CH2:1]([C@:3]12[CH2:27][CH2:26][C@@:25]([O:28][CH2:36][C:37]([OH:39])=[O:38])([C:29]([F:32])([F:31])[F:30])[CH2:24][C@@H:4]1[CH2:5][CH2:6][CH2:7][C:8]1[C:9]2=[CH:10][C:11]2[CH:12]=[N:13][N:14]([C:17]3[CH:18]=[CH:19][C:20]([F:23])=[CH:21][CH:22]=3)[C:15]=2[CH:16]=1)[CH3:2], predict the reactants needed to synthesize it. The reactants are: [CH2:1]([C@:3]12[CH2:27][CH2:26][C@:25]([C:29]([F:32])([F:31])[F:30])([OH:28])[CH2:24][C@@H:4]1[CH2:5][CH2:6][CH2:7][C:8]1[C:9]2=[CH:10][C:11]2[CH:12]=[N:13][N:14]([C:17]3[CH:22]=[CH:21][C:20]([F:23])=[CH:19][CH:18]=3)[C:15]=2[CH:16]=1)[CH3:2].[H-].[Na+].Br[CH2:36][C:37]([O:39]CC1C=CC=CC=1)=[O:38].[OH-].[Li+]. (5) Given the product [CH:13]1([NH:16][CH:2]2[CH2:7][CH2:6][CH:5]([C:8]([O:10][CH2:11][CH3:12])=[O:9])[CH2:4][CH2:3]2)[CH2:15][CH2:14]1, predict the reactants needed to synthesize it. The reactants are: O=[C:2]1[CH2:7][CH2:6][CH:5]([C:8]([O:10][CH2:11][CH3:12])=[O:9])[CH2:4][CH2:3]1.[CH:13]1([NH2:16])[CH2:15][CH2:14]1.C(O[BH-](OC(=O)C)OC(=O)C)(=O)C.[Na+]. (6) Given the product [F:13][C:14]1[CH:15]=[C:16]([C:48]2[CH:53]=[CH:52][CH:51]=[CH:50][C:49]=2[C:54]2[NH:3][C:4](=[O:7])[O:5][N:55]=2)[CH:17]=[CH:18][C:19]=1[CH2:20][C:21]1[C:22](=[O:47])[N:23]([C@H:33]2[CH2:34][CH2:35][C@H:36]([O:39][CH:40]3[C:44]([OH:46])([CH3:45])[CH2:43][O:42][CH2:41]3)[CH2:37][CH2:38]2)[C:24]2[N:25]([N:30]=[CH:31][N:32]=2)[C:26]=1[CH2:27][CH2:28][CH3:29], predict the reactants needed to synthesize it. The reactants are: [Cl-].O[NH3+:3].[C:4](=[O:7])([O-])[OH:5].[Na+].CS(C)=O.[F:13][C:14]1[CH:15]=[C:16]([C:48]2[C:49]([C:54]#[N:55])=[CH:50][CH:51]=[CH:52][CH:53]=2)[CH:17]=[CH:18][C:19]=1[CH2:20][C:21]1[C:22](=[O:47])[N:23]([C@H:33]2[CH2:38][CH2:37][C@H:36]([O:39][CH:40]3[C:44]([OH:46])([CH3:45])[CH2:43][O:42][CH2:41]3)[CH2:35][CH2:34]2)[C:24]2[N:25]([N:30]=[CH:31][N:32]=2)[C:26]=1[CH2:27][CH2:28][CH3:29]. (7) The reactants are: Br[C:2]1[CH:7]=[CH:6][C:5]([F:8])=[CH:4][N:3]=1.C([Li])(C)(C)C.CCCCC.[Cl:19][C:20]1[C:29]2[C:24](=[CH:25][CH:26]=[CH:27][CH:28]=2)[N:23]=[C:22]([C:30](OCC)=[O:31])[N:21]=1.[Cl-].[NH4+]. Given the product [Cl:19][C:20]1[C:29]2[C:24](=[CH:25][CH:26]=[CH:27][CH:28]=2)[N:23]=[C:22]([C:30]([C:2]2[CH:7]=[CH:6][C:5]([F:8])=[CH:4][N:3]=2)=[O:31])[N:21]=1, predict the reactants needed to synthesize it. (8) Given the product [C:15]([O:19][C:20]([NH:22][CH:23]([CH2:28][N:29]1[CH:33]=[C:32]([P:35]([O:39][CH2:40][CH3:41])([O:36][CH2:37][CH3:38])=[O:42])[CH:31]=[N:30]1)[C:24]([O:26][CH3:27])=[O:25])=[O:21])([CH3:18])([CH3:17])[CH3:16], predict the reactants needed to synthesize it. The reactants are: C([O-])(=O)C.[Na+].C(N(C(C)C)C(C)C)C.[C:15]([O:19][C:20]([NH:22][CH:23]([CH2:28][N:29]1[CH:33]=[C:32](I)[CH:31]=[N:30]1)[C:24]([O:26][CH3:27])=[O:25])=[O:21])([CH3:18])([CH3:17])[CH3:16].[P:35]([O-:42])([O:39][CH2:40][CH3:41])[O:36][CH2:37][CH3:38]. (9) Given the product [CH3:20][C:10]1[N:9]=[C:8]([CH2:7][OH:6])[C:13]([C:14]2[CH:19]=[CH:18][CH:17]=[CH:16][CH:15]=2)=[CH:12][CH:11]=1, predict the reactants needed to synthesize it. The reactants are: CC([Si](C)(C)[O:6][CH2:7][C:8]1[C:13]([C:14]2[CH:19]=[CH:18][CH:17]=[CH:16][CH:15]=2)=[CH:12][CH:11]=[C:10]([CH3:20])[N:9]=1)(C)C.CCCC[N+](CCCC)(CCCC)CCCC.[F-]. (10) Given the product [Si:1]([O:8][C@H:9]1[CH2:18][C:17]([CH3:19])([CH3:20])[CH2:16][C:15]2[N:14]=[C:13]([CH:21]([CH3:22])[CH3:23])[C:12]([C@@H:24]([OH:25])[C:28]3[CH:38]=[CH:37][C:31]([C:32]([O:34][CH2:35][CH3:36])=[O:33])=[CH:30][CH:29]=3)=[C:11]([I:26])[C:10]1=2)([C:4]([CH3:5])([CH3:6])[CH3:7])([CH3:3])[CH3:2], predict the reactants needed to synthesize it. The reactants are: [Si:1]([O:8][C@H:9]1[CH2:18][C:17]([CH3:20])([CH3:19])[CH2:16][C:15]2[N:14]=[C:13]([CH:21]([CH3:23])[CH3:22])[C:12]([CH:24]=[O:25])=[C:11]([I:26])[C:10]1=2)([C:4]([CH3:7])([CH3:6])[CH3:5])([CH3:3])[CH3:2].I[C:28]1[CH:38]=[CH:37][C:31]([C:32]([O:34][CH2:35][CH3:36])=[O:33])=[CH:30][CH:29]=1.